Regression. Given two drug SMILES strings and cell line genomic features, predict the synergy score measuring deviation from expected non-interaction effect. From a dataset of NCI-60 drug combinations with 297,098 pairs across 59 cell lines. (1) Cell line: UO-31. Drug 2: CC1C(C(CC(O1)OC2CC(CC3=C2C(=C4C(=C3O)C(=O)C5=CC=CC=C5C4=O)O)(C(=O)C)O)N)O. Synergy scores: CSS=49.0, Synergy_ZIP=0.368, Synergy_Bliss=3.96, Synergy_Loewe=-49.1, Synergy_HSA=4.23. Drug 1: C(CN)CNCCSP(=O)(O)O. (2) Drug 1: CC1C(C(=O)NC(C(=O)N2CCCC2C(=O)N(CC(=O)N(C(C(=O)O1)C(C)C)C)C)C(C)C)NC(=O)C3=C4C(=C(C=C3)C)OC5=C(C(=O)C(=C(C5=N4)C(=O)NC6C(OC(=O)C(N(C(=O)CN(C(=O)C7CCCN7C(=O)C(NC6=O)C(C)C)C)C)C(C)C)C)N)C. Drug 2: CN(CC1=CN=C2C(=N1)C(=NC(=N2)N)N)C3=CC=C(C=C3)C(=O)NC(CCC(=O)O)C(=O)O. Synergy scores: CSS=7.93, Synergy_ZIP=-8.76, Synergy_Bliss=0.727, Synergy_Loewe=-4.38, Synergy_HSA=-0.505. Cell line: HOP-92. (3) Drug 1: C1=CC(=CC=C1C#N)C(C2=CC=C(C=C2)C#N)N3C=NC=N3. Drug 2: COC1=NC(=NC2=C1N=CN2C3C(C(C(O3)CO)O)O)N. Cell line: RXF 393. Synergy scores: CSS=-0.853, Synergy_ZIP=3.67, Synergy_Bliss=3.43, Synergy_Loewe=-1.21, Synergy_HSA=-1.14. (4) Drug 1: C1CC(=O)NC(=O)C1N2CC3=C(C2=O)C=CC=C3N. Drug 2: C1=NC(=NC(=O)N1C2C(C(C(O2)CO)O)O)N. Cell line: SK-OV-3. Synergy scores: CSS=4.82, Synergy_ZIP=-0.337, Synergy_Bliss=1.90, Synergy_Loewe=1.12, Synergy_HSA=1.15. (5) Drug 1: CC(C1=C(C=CC(=C1Cl)F)Cl)OC2=C(N=CC(=C2)C3=CN(N=C3)C4CCNCC4)N. Drug 2: CN1C(=O)N2C=NC(=C2N=N1)C(=O)N. Cell line: SNB-19. Synergy scores: CSS=-1.90, Synergy_ZIP=-0.346, Synergy_Bliss=-2.44, Synergy_Loewe=-8.43, Synergy_HSA=-4.44. (6) Drug 1: COC1=NC(=NC2=C1N=CN2C3C(C(C(O3)CO)O)O)N. Drug 2: CS(=O)(=O)OCCCCOS(=O)(=O)C. Cell line: OVCAR-8. Synergy scores: CSS=-1.12, Synergy_ZIP=0.410, Synergy_Bliss=1.21, Synergy_Loewe=-2.85, Synergy_HSA=-2.31. (7) Drug 1: C1C(C(OC1N2C=NC3=C2NC=NCC3O)CO)O. Drug 2: C1CCC(C(C1)N)N.C(=O)(C(=O)[O-])[O-].[Pt+4]. Cell line: RXF 393. Synergy scores: CSS=5.71, Synergy_ZIP=-2.82, Synergy_Bliss=-1.02, Synergy_Loewe=-0.185, Synergy_HSA=0.541. (8) Drug 1: CN(C)N=NC1=C(NC=N1)C(=O)N. Drug 2: C1=NC2=C(N=C(N=C2N1C3C(C(C(O3)CO)O)F)Cl)N. Cell line: SK-OV-3. Synergy scores: CSS=9.69, Synergy_ZIP=-3.80, Synergy_Bliss=-5.48, Synergy_Loewe=-24.3, Synergy_HSA=-4.74.